From a dataset of CYP2C9 inhibition data for predicting drug metabolism from PubChem BioAssay. Regression/Classification. Given a drug SMILES string, predict its absorption, distribution, metabolism, or excretion properties. Task type varies by dataset: regression for continuous measurements (e.g., permeability, clearance, half-life) or binary classification for categorical outcomes (e.g., BBB penetration, CYP inhibition). Dataset: cyp2c9_veith. (1) The result is 0 (non-inhibitor). The molecule is COCCCNC(=O)/C=C/c1ccc(Cl)cc1. (2) The compound is Cc1cnc(CNc2ncnc3ccc(-c4ccccc4C#N)cc23)cn1. The result is 0 (non-inhibitor). (3) The compound is N[C@H](CCC(=O)NCC(=O)O)C(=O)O. The result is 0 (non-inhibitor). (4) The result is 0 (non-inhibitor). The molecule is CCN(CC)CCC[C@H](C)Nc1c2ccc(Cl)cc2nc2ccc(OC)cc12. (5) The compound is COc1ccc2c(C)cc(N3CCOCC3)nc2c1. The result is 0 (non-inhibitor). (6) The compound is NS(=O)(=O)c1ccc(CCNC(=O)CSc2ccccc2)cc1. The result is 1 (inhibitor).